This data is from Forward reaction prediction with 1.9M reactions from USPTO patents (1976-2016). The task is: Predict the product of the given reaction. Given the reactants [Cl:1][C:2]1[C:9]([Cl:10])=[C:8]([OH:11])[CH:7]=[CH:6][C:3]=1[CH:4]=[O:5].[F:12][C:13]([F:26])([F:25])[S:14](O[S:14]([C:13]([F:26])([F:25])[F:12])(=[O:16])=[O:15])(=[O:16])=[O:15], predict the reaction product. The product is: [Cl:10][C:9]1[C:2]([Cl:1])=[C:3]([CH:4]=[O:5])[CH:6]=[CH:7][C:8]=1[O:11][S:14]([C:13]([F:26])([F:25])[F:12])(=[O:16])=[O:15].